This data is from Reaction yield outcomes from USPTO patents with 853,638 reactions. The task is: Predict the reaction yield, written as a fraction of the theoretical maximum amount of product (1.0 means a 100% yield; for example, 0.34 means a 34% yield). (1) The reactants are [Si]([O:8][CH2:9][C:10]1[N:15]=[C:14]([CH3:16])[N:13]=[C:12]([C:17]([NH:19][CH2:20][C:21]2[CH:26]=[CH:25][C:24]([F:27])=[C:23]([O:28][CH3:29])[CH:22]=2)=[O:18])[CH:11]=1)(C(C)(C)C)(C)C.CCCC[N+](CCCC)(CCCC)CCCC.[F-]. The catalyst is C1COCC1.CCOC(C)=O. The product is [F:27][C:24]1[CH:25]=[CH:26][C:21]([CH2:20][NH:19][C:17]([C:12]2[CH:11]=[C:10]([CH2:9][OH:8])[N:15]=[C:14]([CH3:16])[N:13]=2)=[O:18])=[CH:22][C:23]=1[O:28][CH3:29]. The yield is 0.688. (2) The reactants are Cl[C:2]1[N:7]=[N:6][C:5]2[C:8]3[CH:16]=[CH:15][CH:14]=[CH:13][C:9]=3[CH2:10][CH2:11][CH2:12][C:4]=2[CH:3]=1.[NH2:17][NH2:18].O. The catalyst is C(O)C. The product is [NH:17]([C:2]1[N:7]=[N:6][C:5]2[C:8]3[CH:16]=[CH:15][CH:14]=[CH:13][C:9]=3[CH2:10][CH2:11][CH2:12][C:4]=2[CH:3]=1)[NH2:18]. The yield is 0.980. (3) The reactants are C[O:2][C:3](=[O:22])[C:4]1[CH:9]=[CH:8][C:7]([NH:10][CH2:11][C:12]2[C:13]([CH2:18][CH2:19][CH2:20][CH3:21])=[N:14][O:15][C:16]=2[CH3:17])=[N:6][CH:5]=1.O.[OH-].[Li+].Cl. The catalyst is C1COCC1.O.CO.C(OCC)C. The product is [CH2:18]([C:13]1[C:12]([CH2:11][NH:10][C:7]2[CH:8]=[CH:9][C:4]([C:3]([OH:22])=[O:2])=[CH:5][N:6]=2)=[C:16]([CH3:17])[O:15][N:14]=1)[CH2:19][CH2:20][CH3:21]. The yield is 0.870. (4) No catalyst specified. The reactants are [Si]([O:8][CH:9]([C:22]1[O:23][C:24]([C:27]2[CH:32]=[CH:31][CH:30]=[C:29]([CH3:33])[N:28]=2)=[CH:25][N:26]=1)[CH2:10][CH2:11][CH2:12][CH2:13][CH2:14][CH2:15][C:16]1[CH:21]=[CH:20][CH:19]=[CH:18][CH:17]=1)(C(C)(C)C)(C)C.[Si](OC(C1OC([Sn](CCCC)(CCCC)CCCC)=CN=1)CCCCCCC1C=CC=CC=1)(C(C)(C)C)(C)C.BrC1C=CC=C(C)N=1. The yield is 0.570. The product is [CH3:33][C:29]1[N:28]=[C:27]([C:24]2[O:23][C:22]([C:9](=[O:8])[CH2:10][CH2:11][CH2:12][CH2:13][CH2:14][CH2:15][C:16]3[CH:21]=[CH:20][CH:19]=[CH:18][CH:17]=3)=[N:26][CH:25]=2)[CH:32]=[CH:31][CH:30]=1. (5) The reactants are Br[CH2:2][C:3]1[C:4]([CH2:10][CH3:11])=[N:5][O:6][C:7]=1[CH2:8][CH3:9].[CH3:12][C:13]1[N:18]=[C:17]([SH:19])[N:16]=[C:15]([OH:20])[CH:14]=1.C(N(CC)CC)C. The catalyst is C(O)C. The product is [CH2:10]([C:4]1[C:3]([CH2:2][S:19][C:17]2[N:16]=[C:15]([OH:20])[CH:14]=[C:13]([CH3:12])[N:18]=2)=[C:7]([CH2:8][CH3:9])[O:6][N:5]=1)[CH3:11]. The yield is 0.300. (6) The reactants are I[C:2]1[C:10]2[C:5](=[N:6][CH:7]=[CH:8][CH:9]=2)[N:4]([Si:11]([CH:18]([CH3:20])[CH3:19])([CH:15]([CH3:17])[CH3:16])[CH:12]([CH3:14])[CH3:13])[CH:3]=1.C([Mg]Cl)(C)C.[C:26]([O:30][C:31](=[O:49])[N:32]([CH2:41][C:42]1[CH:47]=[CH:46][C:45]([Cl:48])=[CH:44][CH:43]=1)[C:33]1[S:34][C:35]([CH:39]=[O:40])=[C:36]([Cl:38])[N:37]=1)([CH3:29])([CH3:28])[CH3:27].O. The catalyst is O1CCCC1. The product is [C:26]([O:30][C:31](=[O:49])[N:32]([CH2:41][C:42]1[CH:47]=[CH:46][C:45]([Cl:48])=[CH:44][CH:43]=1)[C:33]1[S:34][C:35]([CH:39]([OH:40])[C:2]2[C:10]3[C:5](=[N:6][CH:7]=[CH:8][CH:9]=3)[N:4]([Si:11]([CH:18]([CH3:20])[CH3:19])([CH:15]([CH3:17])[CH3:16])[CH:12]([CH3:14])[CH3:13])[CH:3]=2)=[C:36]([Cl:38])[N:37]=1)([CH3:29])([CH3:27])[CH3:28]. The yield is 0.500.